Task: Predict the reaction yield, written as a fraction of the theoretical maximum amount of product (1.0 means a 100% yield; for example, 0.34 means a 34% yield).. Dataset: Reaction yield outcomes from USPTO patents with 853,638 reactions (1) The reactants are [C:1]([N:8]1[CH2:11][CH:10]([CH2:12][NH:13][C:14]2[CH:19]=[CH:18][CH:17]=[CH:16][CH:15]=2)[CH2:9]1)([O:3][C:4]([CH3:7])([CH3:6])[CH3:5])=[O:2].[C:20](Cl)(=[O:23])[CH2:21][CH3:22]. The catalyst is C(Cl)Cl. The product is [C:1]([N:8]1[CH2:11][CH:10]([CH2:12][N:13]([C:14]2[CH:19]=[CH:18][CH:17]=[CH:16][CH:15]=2)[C:20](=[O:23])[CH2:21][CH3:22])[CH2:9]1)([O:3][C:4]([CH3:6])([CH3:7])[CH3:5])=[O:2]. The yield is 0.960. (2) The reactants are C([NH:5][S:6]([C:9]1[CH:10]=[C:11]([C:15]2[CH:20]=[CH:19][CH:18]=[C:17]([C:21]3[N:26]=[C:25]([C:27]4[CH:32]=[CH:31][C:30]([F:33])=[C:29]([F:34])[CH:28]=4)[CH:24]=[C:23]([C:35]([F:38])([F:37])[F:36])[N:22]=3)[CH:16]=2)[CH:12]=[CH:13][CH:14]=1)(=[O:8])=[O:7])(C)(C)C.C(O)(C(F)(F)F)=O. The catalyst is ClCCl. The product is [F:34][C:29]1[CH:28]=[C:27]([C:25]2[CH:24]=[C:23]([C:35]([F:38])([F:36])[F:37])[N:22]=[C:21]([C:17]3[CH:16]=[C:15]([C:11]4[CH:12]=[CH:13][CH:14]=[C:9]([S:6]([NH2:5])(=[O:7])=[O:8])[CH:10]=4)[CH:20]=[CH:19][CH:18]=3)[N:26]=2)[CH:32]=[CH:31][C:30]=1[F:33]. The yield is 0.530.